This data is from Reaction yield outcomes from USPTO patents with 853,638 reactions. The task is: Predict the reaction yield, written as a fraction of the theoretical maximum amount of product (1.0 means a 100% yield; for example, 0.34 means a 34% yield). The product is [Cl:1][C:2]1[C:23]([F:24])=[CH:22][CH:21]=[C:20]([F:25])[C:3]=1[CH2:4][N:5]1[CH2:10][CH2:9][NH:8][C:7]2[N:11]=[CH:12][C:13]([C:15]3[CH:19]=[N:18][N:17]([CH2:36][CH2:35][N:34]([CH3:38])[CH3:33])[CH:16]=3)=[CH:14][C:6]1=2. The yield is 0.0900. The reactants are [Cl:1][C:2]1[C:23]([F:24])=[CH:22][CH:21]=[C:20]([F:25])[C:3]=1[CH2:4][N:5]1[CH2:10][CH2:9][NH:8][C:7]2[N:11]=[CH:12][C:13]([C:15]3[CH:16]=[N:17][NH:18][CH:19]=3)=[CH:14][C:6]1=2.C(=O)([O-])[O-].[Cs+].[Cs+].Cl.[CH3:33][N:34]([CH3:38])[CH2:35][CH2:36]Cl. The catalyst is CN(C=O)C.